The task is: Predict which catalyst facilitates the given reaction.. This data is from Catalyst prediction with 721,799 reactions and 888 catalyst types from USPTO. (1) Reactant: [NH:1]1[C:5]2[CH:6]=[CH:7][CH:8]=[CH:9][C:4]=2[N:3]=[C:2]1[CH2:10][N:11]([CH:21]1[C:30]2[N:29]=[CH:28][CH:27]=[CH:26][C:25]=2[CH2:24][CH2:23][CH2:22]1)[CH2:12][C:13]1[CH:18]=[CH:17][C:16]([CH2:19][NH2:20])=[CH:15][CH:14]=1.[CH:31](=O)[CH2:32][CH2:33][CH3:34]. Product: [NH:1]1[C:5]2[CH:6]=[CH:7][CH:8]=[CH:9][C:4]=2[N:3]=[C:2]1[CH2:10][N:11]([CH2:12][C:13]1[CH:14]=[CH:15][C:16]([CH2:19][NH:20][CH2:31][CH2:32][CH2:33][CH3:34])=[CH:17][CH:18]=1)[CH:21]1[C:30]2[N:29]=[CH:28][CH:27]=[CH:26][C:25]=2[CH2:24][CH2:23][CH2:22]1. The catalyst class is: 19. (2) Reactant: Cl[C:2]1[CH:7]=[CH:6][CH:5]=[CH:4][C:3]=1[N+:8]([O-:10])=[O:9].C(=O)([O-])[O-].[Na+].[Na+].O.[C:18]1(B2OC(C)(C)C(C)(C)O2)[CH2:22][CH2:21][CH2:20][CH:19]=1. Product: [C:18]1([C:2]2[CH:7]=[CH:6][CH:5]=[CH:4][C:3]=2[N+:8]([O-:10])=[O:9])[CH2:22][CH2:21][CH2:20][CH:19]=1. The catalyst class is: 658.